Dataset: Full USPTO retrosynthesis dataset with 1.9M reactions from patents (1976-2016). Task: Predict the reactants needed to synthesize the given product. (1) Given the product [CH2:1]([C@H:8]1[CH2:16][O:15][CH2:14][C@H:13]([NH:17][C:18]([O:20][C:21]([CH3:22])([CH3:23])[CH3:24])=[O:19])[C:12](=[O:25])[O:11][C@@H:10]([CH3:26])[C@@H:9]1[O:27][CH2:28][CH2:29][C:30]([OH:32])=[O:31])[C:2]1[CH:7]=[CH:6][CH:5]=[CH:4][CH:3]=1, predict the reactants needed to synthesize it. The reactants are: [CH2:1]([C@H:8]1[CH2:16][O:15][CH2:14][C@H:13]([NH:17][C:18]([O:20][C:21]([CH3:24])([CH3:23])[CH3:22])=[O:19])[C:12](=[O:25])[O:11][C@@H:10]([CH3:26])[C@@H:9]1[O:27]/[CH:28]=[CH:29]/[C:30]([O:32]CC1C=CC=CC=1)=[O:31])[C:2]1[CH:7]=[CH:6][CH:5]=[CH:4][CH:3]=1. (2) Given the product [C:1]([O:5][C:6]([N:8]1[C:16]2[C:11](=[N:12][CH:13]=[C:14]([C:23](=[O:25])[CH3:24])[CH:15]=2)[C:10]([CH3:19])([CH3:18])[CH2:9]1)=[O:7])([CH3:4])([CH3:3])[CH3:2], predict the reactants needed to synthesize it. The reactants are: [C:1]([O:5][C:6]([N:8]1[C:16]2[C:11](=[N:12][CH:13]=[C:14](Br)[CH:15]=2)[C:10]([CH3:19])([CH3:18])[CH2:9]1)=[O:7])([CH3:4])([CH3:3])[CH3:2].CON(C)[C:23](=[O:25])[CH3:24]. (3) Given the product [CH3:1][CH:2]([CH3:45])[CH2:3][C@H:4]([N:15]([CH2:37][O:38][C:39](=[O:44])[C:40]([CH3:43])([CH3:42])[CH3:41])[C:16](=[O:36])[C@@H:17]([NH:26][C:27](=[O:35])[CH2:28][N:29]1[CH2:34][CH2:33][O:32][CH2:31][CH2:30]1)[CH2:18][CH2:19][C:20]1[CH:25]=[CH:24][CH:23]=[CH:22][CH:21]=1)[C:5]([OH:7])=[O:6], predict the reactants needed to synthesize it. The reactants are: [CH3:1][CH:2]([CH3:45])[CH2:3][C@H:4]([N:15]([CH2:37][O:38][C:39](=[O:44])[C:40]([CH3:43])([CH3:42])[CH3:41])[C:16](=[O:36])[C@@H:17]([NH:26][C:27](=[O:35])[CH2:28][N:29]1[CH2:34][CH2:33][O:32][CH2:31][CH2:30]1)[CH2:18][CH2:19][C:20]1[CH:25]=[CH:24][CH:23]=[CH:22][CH:21]=1)[C:5]([O:7]CC1C=CC=CC=1)=[O:6].